From a dataset of Catalyst prediction with 721,799 reactions and 888 catalyst types from USPTO. Predict which catalyst facilitates the given reaction. Reactant: Cl[C:2]1[N:7]=[C:6]([Cl:8])[CH:5]=[C:4]([NH2:9])[N:3]=1.C(N(CC)CC)C.[C:17]([N:20]1[CH2:25][CH2:24][NH:23][CH2:22][CH2:21]1)(=[O:19])[CH3:18]. Product: [C:17]([N:20]1[CH2:25][CH2:24][N:23]([C:2]2[N:3]=[C:4]([NH2:9])[CH:5]=[C:6]([Cl:8])[N:7]=2)[CH2:22][CH2:21]1)(=[O:19])[CH3:18]. The catalyst class is: 3.